From a dataset of Forward reaction prediction with 1.9M reactions from USPTO patents (1976-2016). Predict the product of the given reaction. Given the reactants [Br:1][C:2]1[CH:11]=[C:10]([CH2:12][OH:13])[C:9]2[C:4](=[CH:5][CH:6]=[CH:7][CH:8]=2)[C:3]=1[CH2:14][OH:15].[CH3:16][O:17][C:18]([CH3:20])=[CH2:19].[C:21](=[O:24])([O-])[O-].[K+].[K+].[CH2:27]1[CH2:31]OC[CH2:28]1, predict the reaction product. The product is: [Br:1][C:2]1[CH:11]=[C:10]([CH2:12][O:13][C:18]([CH3:20])([O:17][CH3:16])[CH3:19])[C:9]2[C:4](=[CH:5][CH:6]=[CH:7][CH:8]=2)[C:3]=1[CH2:14][O:15][C:27]([O:24][CH3:21])([CH3:31])[CH3:28].